From a dataset of Full USPTO retrosynthesis dataset with 1.9M reactions from patents (1976-2016). Predict the reactants needed to synthesize the given product. Given the product [CH2:32]([O:31][C:29](=[O:30])[CH2:28][N:7]([CH2:6][C:2]1[O:1][CH:5]=[CH:4][CH:3]=1)[CH2:8][CH2:9][C:10]1[CH:11]=[CH:12][C:13]([S:16][C:17]([CH3:26])([CH3:25])[C:18]([O:20][C:21]([CH3:24])([CH3:23])[CH3:22])=[O:19])=[CH:14][CH:15]=1)[CH3:33], predict the reactants needed to synthesize it. The reactants are: [O:1]1[CH:5]=[CH:4][CH:3]=[C:2]1[CH2:6][NH:7][CH2:8][CH2:9][C:10]1[CH:15]=[CH:14][C:13]([S:16][C:17]([CH3:26])([CH3:25])[C:18]([O:20][C:21]([CH3:24])([CH3:23])[CH3:22])=[O:19])=[CH:12][CH:11]=1.Br[CH2:28][C:29]([O:31][CH2:32][CH3:33])=[O:30].C(N(CC)CC)C.C(OCC)(=O)C.